From a dataset of Catalyst prediction with 721,799 reactions and 888 catalyst types from USPTO. Predict which catalyst facilitates the given reaction. (1) Reactant: Br[C:2]1[CH:3]=[C:4]2[C:9](=[C:10]([N+:13]([O-])=O)[C:11]=1[CH3:12])[N:8]=[CH:7][NH:6][C:5]2=[O:16]. Product: [NH2:13][C:10]1[C:11]([CH3:12])=[CH:2][CH:3]=[C:4]2[C:9]=1[N:8]=[CH:7][NH:6][C:5]2=[O:16]. The catalyst class is: 14. (2) Reactant: C([O:9][CH2:10][C@@:11]1([CH3:18])[CH:17]=[CH:16][CH2:15][CH2:14][CH2:13][O:12]1)(=O)C1C=CC=CC=1.[OH-].[Na+]. Product: [CH3:18][C@:11]1([CH2:10][OH:9])[CH:17]=[CH:16][CH2:15][CH2:14][CH2:13][O:12]1. The catalyst class is: 36. (3) Reactant: [CH3:1][C@H:2]1[NH:7][C:6](=[O:8])[CH:5]([NH:9][C:10](=[O:16])[O:11][C:12]([CH3:15])([CH3:14])[CH3:13])[CH2:4][C@H:3]1[C:17]1[CH:22]=[C:21]([F:23])[CH:20]=[C:19]([F:24])[C:18]=1[F:25].CN1C(=O)N(C)CCC1.C(O[Li])(C)(C)C.[C:41]([CH2:45]OS(C(F)(F)F)(=O)=O)([F:44])([F:43])[F:42]. Product: [CH3:1][C@H:2]1[N:7]([CH2:45][C:41]([F:44])([F:43])[F:42])[C:6](=[O:8])[CH:5]([NH:9][C:10](=[O:16])[O:11][C:12]([CH3:14])([CH3:15])[CH3:13])[CH2:4][C@H:3]1[C:17]1[CH:22]=[C:21]([F:23])[CH:20]=[C:19]([F:24])[C:18]=1[F:25]. The catalyst class is: 1. (4) Reactant: C(O[C:6]([C:8]1[N:9]=[C:10]([C:26]#[N:27])[C:11]2[C:16]([C:17]=1[OH:18])=[CH:15][CH:14]=[C:13]([S:19][C:20]1[CH:25]=[CH:24][CH:23]=[CH:22][CH:21]=1)[CH:12]=2)=[O:7])CCC.[CH3:28][O:29][C:30](=[O:36])[C:31]([CH3:35])([CH3:34])[CH2:32][NH2:33]. Product: [CH3:28][O:29][C:30](=[O:36])[C:31]([CH3:35])([CH3:34])[CH2:32][NH:33][C:6]([C:8]1[N:9]=[C:10]([C:26]#[N:27])[C:11]2[C:16]([C:17]=1[OH:18])=[CH:15][CH:14]=[C:13]([S:19][C:20]1[CH:25]=[CH:24][CH:23]=[CH:22][CH:21]=1)[CH:12]=2)=[O:7]. The catalyst class is: 5. (5) Reactant: [Cl:1][C:2]1[C:10]([O:11][CH3:12])=[CH:9][C:5]([C:6]([OH:8])=O)=[CH:4][C:3]=1[CH2:13][O:14][C:15]1[CH:16]=[N:17][C:18]([NH:21][C:22]2[CH:27]=[CH:26][C:25]([N:28]3[CH2:33][C@@H:32]([CH3:34])[NH:31][C@@H:30]([CH3:35])[CH2:29]3)=[CH:24][CH:23]=2)=[N:19][CH:20]=1.Cl.CN.[CH3:39][N:40](C(ON1N=NC2C=CC=NC1=2)=[N+](C)C)C.F[P-](F)(F)(F)(F)F.CCN(C(C)C)C(C)C. Product: [Cl:1][C:2]1[C:10]([O:11][CH3:12])=[CH:9][C:5]([C:6]([NH:40][CH3:39])=[O:8])=[CH:4][C:3]=1[CH2:13][O:14][C:15]1[CH:16]=[N:17][C:18]([NH:21][C:22]2[CH:27]=[CH:26][C:25]([N:28]3[CH2:33][C@@H:32]([CH3:34])[NH:31][C@@H:30]([CH3:35])[CH2:29]3)=[CH:24][CH:23]=2)=[N:19][CH:20]=1. The catalyst class is: 3. (6) Reactant: [CH3:1][C:2]1[CH:10]=[C:9]([CH3:11])[CH:8]=[CH:7][C:3]=1[C:4]([NH2:6])=[S:5].Cl[CH:13]([C:17](=O)[CH3:18])[C:14](=[O:16])[CH3:15]. Product: [CH3:1][C:2]1[CH:10]=[C:9]([CH3:11])[CH:8]=[CH:7][C:3]=1[C:4]1[S:5][C:13]([C:14](=[O:16])[CH3:15])=[C:17]([CH3:18])[N:6]=1. The catalyst class is: 8. (7) Reactant: [F:1][C:2]1([F:49])[CH2:7][C@H:6]([O:8][C:9]2[C:14]([F:15])=[CH:13][C:12]([S:16]([N:19](CC3C=CC(OC)=CC=3OC)[C:20]3[CH:25]=[CH:24][N:23]=[CH:22][N:21]=3)(=[O:18])=[O:17])=[C:11]([F:37])[CH:10]=2)[C@@H:5]([C:38]2[CH:39]=[N:40][N:41](C3CCCCO3)[CH:42]=2)[CH2:4][CH2:3]1.C([SiH](CC)CC)C.FC(F)(F)C(O)=O.ClCCl. Product: [F:49][C:2]1([F:1])[CH2:7][C@H:6]([O:8][C:9]2[C:14]([F:15])=[CH:13][C:12]([S:16]([NH:19][C:20]3[CH:25]=[CH:24][N:23]=[CH:22][N:21]=3)(=[O:17])=[O:18])=[C:11]([F:37])[CH:10]=2)[C@@H:5]([C:38]2[CH:42]=[N:41][NH:40][CH:39]=2)[CH2:4][CH2:3]1. The catalyst class is: 5. (8) Reactant: [F:1][C:2]1[CH:3]=[C:4]([CH:8]=[CH:9][CH:10]=1)[CH2:5][CH2:6]Br.[C-:11]#[N:12].[Na+]. Product: [F:1][C:2]1[CH:3]=[C:4]([CH:8]=[CH:9][CH:10]=1)[CH2:5][CH2:6][C:11]#[N:12]. The catalyst class is: 3.